From a dataset of Catalyst prediction with 721,799 reactions and 888 catalyst types from USPTO. Predict which catalyst facilitates the given reaction. (1) Reactant: [Br:1][C:2]1[CH:3]=[C:4]([O:17][CH:18]([CH3:20])[CH3:19])[C:5]([CH3:16])=[C:6]([CH:15]=1)[CH2:7][NH:8][CH2:9][CH:10]([O:13][CH3:14])[O:11][CH3:12].C([O-])([O-])=O.[Na+].[Na+].[S:27](Cl)([C:30]1[CH:36]=[CH:35][C:33]([CH3:34])=[CH:32][CH:31]=1)(=[O:29])=[O:28]. Product: [Br:1][C:2]1[CH:3]=[C:4]([O:17][CH:18]([CH3:20])[CH3:19])[C:5]([CH3:16])=[C:6]([CH:15]=1)[CH2:7][N:8]([CH2:9][CH:10]([O:11][CH3:12])[O:13][CH3:14])[S:27]([C:30]1[CH:36]=[CH:35][C:33]([CH3:34])=[CH:32][CH:31]=1)(=[O:29])=[O:28]. The catalyst class is: 20. (2) Reactant: [CH2:1]([O:8][C:9]1[CH:14]=[CH:13][C:12]([O:15]C(=O)C)=[C:11]([O:19][CH2:20][C@H:21]2[CH2:23][O:22]2)[CH:10]=1)[C:2]1[CH:7]=[CH:6][CH:5]=[CH:4][CH:3]=1.[OH-].[Na+]. Product: [CH2:1]([O:8][C:9]1[CH:14]=[CH:13][C:12]2[O:15][C@@H:21]([CH2:23][OH:22])[CH2:20][O:19][C:11]=2[CH:10]=1)[C:2]1[CH:3]=[CH:4][CH:5]=[CH:6][CH:7]=1. The catalyst class is: 1.